This data is from Reaction yield outcomes from USPTO patents with 853,638 reactions. The task is: Predict the reaction yield, written as a fraction of the theoretical maximum amount of product (1.0 means a 100% yield; for example, 0.34 means a 34% yield). (1) The yield is 0.960. The product is [ClH:20].[ClH:36].[NH:24]1[CH2:23][CH:22]([C:16]2[C:15]([O:33][CH2:34][CH3:35])=[C:14]([CH:12]([N:8]3[C:4]4=[N:5][CH:6]=[N:7][C:2]([NH2:1])=[C:3]4[C:10]([CH3:11])=[N:9]3)[CH3:13])[CH:19]=[C:18]([Cl:20])[C:17]=2[F:21])[CH2:25]1. The catalyst is ClCCl. The reactants are [NH2:1][C:2]1[N:7]=[CH:6][N:5]=[C:4]2[N:8]([CH:12]([C:14]3[C:15]([O:33][CH2:34][CH3:35])=[C:16]([CH:22]4[CH2:25][N:24](C(OC(C)(C)C)=O)[CH2:23]4)[C:17]([F:21])=[C:18]([Cl:20])[CH:19]=3)[CH3:13])[N:9]=[C:10]([CH3:11])[C:3]=12.[ClH:36].O1CCOCC1. (2) The reactants are Br[C:2]1[CH:11]=[CH:10][C:5]([C:6]([O:8]C)=O)=[CH:4][C:3]=1CBr.[H-].[H-].[H-].[H-].[Li+].[Al+3].[CH3:20][CH2:21]OC(C)=O.[OH-].[Na+]. The catalyst is C1COCC1.O. The product is [C:20]([C:2]1[CH:3]=[CH:4][C:5]([CH2:6][OH:8])=[CH:10][CH:11]=1)#[CH:21]. The yield is 0.960. (3) The reactants are [Cl:1][C:2]1[CH:7]=[CH:6][C:5]([OH:8])=[CH:4][CH:3]=1.C(=O)([O-])[O-].[K+].[K+].[CH2:15](Br)[CH:16]=[CH2:17]. The catalyst is C(#N)C. The product is [Cl:1][C:2]1[CH:7]=[CH:6][C:5]([O:8][CH2:17][CH:16]=[CH2:15])=[CH:4][CH:3]=1. The yield is 0.860.